The task is: Predict the product of the given reaction.. This data is from Forward reaction prediction with 1.9M reactions from USPTO patents (1976-2016). Given the reactants Br[C:2]1[N:6]([CH2:7][CH2:8][O:9][CH3:10])[CH:5]=[N:4][C:3]=1[C:11]1[CH:16]=[C:15]([C:17]#[N:18])[CH:14]=[CH:13][N:12]=1.[Cl:19][C:20]1[CH:25]=[CH:24][C:23](B(O)O)=[CH:22][C:21]=1[F:29], predict the reaction product. The product is: [Cl:19][C:20]1[CH:25]=[CH:24][C:23]([C:2]2[N:6]([CH2:7][CH2:8][O:9][CH3:10])[CH:5]=[N:4][C:3]=2[C:11]2[CH:16]=[C:15]([C:17]#[N:18])[CH:14]=[CH:13][N:12]=2)=[CH:22][C:21]=1[F:29].